From a dataset of NCI-60 drug combinations with 297,098 pairs across 59 cell lines. Regression. Given two drug SMILES strings and cell line genomic features, predict the synergy score measuring deviation from expected non-interaction effect. (1) Cell line: A549. Drug 2: CC12CCC3C(C1CCC2OP(=O)(O)O)CCC4=C3C=CC(=C4)OC(=O)N(CCCl)CCCl.[Na+]. Drug 1: C1CCC(C1)C(CC#N)N2C=C(C=N2)C3=C4C=CNC4=NC=N3. Synergy scores: CSS=8.56, Synergy_ZIP=-4.75, Synergy_Bliss=-7.72, Synergy_Loewe=-10.7, Synergy_HSA=-8.25. (2) Drug 1: C1=C(C(=O)NC(=O)N1)N(CCCl)CCCl. Cell line: LOX IMVI. Drug 2: CC1=CC=C(C=C1)C2=CC(=NN2C3=CC=C(C=C3)S(=O)(=O)N)C(F)(F)F. Synergy scores: CSS=36.3, Synergy_ZIP=-12.0, Synergy_Bliss=-4.19, Synergy_Loewe=-7.18, Synergy_HSA=-2.48.